Dataset: Catalyst prediction with 721,799 reactions and 888 catalyst types from USPTO. Task: Predict which catalyst facilitates the given reaction. (1) Reactant: COC1C=CC(C[N:8]2[C:17]3[C:12](=[CH:13][C:14]([N:18]4[C:22]([C:23]([O:25][CH2:26][CH3:27])=[O:24])=[CH:21][C:20]([C:28]([CH3:31])([CH3:30])[CH3:29])=[N:19]4)=[CH:15][CH:16]=3)[CH:11]=[CH:10][C:9]2=[O:32])=CC=1. Product: [C:28]([C:20]1[CH:21]=[C:22]([C:23]([O:25][CH2:26][CH3:27])=[O:24])[N:18]([C:14]2[CH:13]=[C:12]3[C:17](=[CH:16][CH:15]=2)[NH:8][C:9](=[O:32])[CH:10]=[CH:11]3)[N:19]=1)([CH3:29])([CH3:30])[CH3:31]. The catalyst class is: 67. (2) Reactant: [CH3:1][C:2]1[N:3]=[C:4]([C:8]2[C:9]([O:16]C)=[N:10][C:11]([O:14]C)=[N:12][CH:13]=2)[S:5][C:6]=1[CH3:7].Cl. Product: [CH3:1][C:2]1[N:3]=[C:4]([C:8]2[C:9](=[O:16])[NH:10][C:11](=[O:14])[NH:12][CH:13]=2)[S:5][C:6]=1[CH3:7]. The catalyst class is: 12. (3) Reactant: Cl.[NH2:2][CH:3]([C:5]1[C:6](=[O:24])[NH:7][C:8]2[C:13]([CH:14]=1)=[CH:12][C:11]([Cl:15])=[C:10]([O:16][CH2:17][CH:18]1[CH2:21][C:20]([F:23])([F:22])[CH2:19]1)[CH:9]=2)[CH3:4].Cl[C:26]1[N:31]=[C:30]([O:32][CH3:33])[C:29]([C:34]#[N:35])=[CH:28][N:27]=1.CCN(C(C)C)C(C)C.O. Product: [Cl:15][C:11]1[CH:12]=[C:13]2[C:8](=[CH:9][C:10]=1[O:16][CH2:17][CH:18]1[CH2:21][C:20]([F:23])([F:22])[CH2:19]1)[NH:7][C:6](=[O:24])[C:5]([CH:3]([NH:2][C:26]1[N:31]=[C:30]([O:32][CH3:33])[C:29]([C:34]#[N:35])=[CH:28][N:27]=1)[CH3:4])=[CH:14]2. The catalyst class is: 16.